Dataset: Catalyst prediction with 721,799 reactions and 888 catalyst types from USPTO. Task: Predict which catalyst facilitates the given reaction. (1) Reactant: [S:1]1[CH:5]=[CH:4][CH:3]=[C:2]1[C:6]1[CH2:11][CH2:10][NH:9][CH2:8][CH:7]=1.Cl[CH2:13][CH2:14][C:15]1[CH:16]=[C:17]2[C:22](=[CH:23][CH:24]=1)[NH:21][C:20](=[O:25])[CH2:19][CH2:18]2.C(=O)([O-])[O-].[K+].[K+].C(=O)([O-])O.[Na+]. Product: [S:1]1[CH:5]=[CH:4][CH:3]=[C:2]1[C:6]1[CH2:11][CH2:10][N:9]([CH2:13][CH2:14][C:15]2[CH:16]=[C:17]3[C:22](=[CH:23][CH:24]=2)[NH:21][C:20](=[O:25])[CH2:19][CH2:18]3)[CH2:8][CH:7]=1. The catalyst class is: 3. (2) Reactant: C(N1CCN2CCN(CC(C)C)P1N(CC(C)C)CC2)C(C)C.CC(C)([O-])C.[Na+].Cl[C:31]1[CH:36]=[CH:35][N:34]=[C:33]2[S:37][C:38]([CH2:40][CH2:41][CH3:42])=[N:39][C:32]=12.[CH3:43][C:44]1[CH:45]=[CH:46][C:47]([S:51][C:52]2[CH:57]=[CH:56][CH:55]=[CH:54][CH:53]=2)=[C:48]([NH2:50])[CH:49]=1. Product: [CH3:43][C:44]1[CH:45]=[CH:46][C:47]([S:51][C:52]2[CH:53]=[CH:54][CH:55]=[CH:56][CH:57]=2)=[C:48]([NH:50][C:31]2[CH:36]=[CH:35][N:34]=[C:33]3[S:37][C:38]([CH2:40][CH2:41][CH3:42])=[N:39][C:32]=23)[CH:49]=1. The catalyst class is: 101. (3) Reactant: [NH:1]1[CH2:4][CH:3]([N:5]2[CH2:10][CH2:9][N:8]([C:11]([C:13]3[S:14][CH:15]=[CH:16][N:17]=3)=[O:12])[CH2:7][CH2:6]2)[CH2:2]1.[C:18]([N:26]1[C:34]2[C:29](=[CH:30][C:31]([C:35](O)=[O:36])=[CH:32][CH:33]=2)[CH2:28][CH2:27]1)(=[O:25])[C:19]1[CH:24]=[CH:23][CH:22]=[CH:21][CH:20]=1.C(Cl)CCl.CCN(CC)CC.Cl. Product: [C:19]1([C:18]([N:26]2[C:34]3[C:29](=[CH:30][C:31]([C:35]([N:1]4[CH2:2][CH:3]([N:5]5[CH2:6][CH2:7][N:8]([C:11]([C:13]6[S:14][CH:15]=[CH:16][N:17]=6)=[O:12])[CH2:9][CH2:10]5)[CH2:4]4)=[O:36])=[CH:32][CH:33]=3)[CH2:28][CH2:27]2)=[O:25])[CH:24]=[CH:23][CH:22]=[CH:21][CH:20]=1. The catalyst class is: 34. (4) Reactant: [CH:1]12[CH2:7][CH:4]([CH:5]=[CH:6]1)[C:3](=[O:8])[NH:2]2.[CH3:9][S:10]([OH:13])(=[O:12])=[O:11].[OH2:14]. Product: [CH3:9][S:10]([OH:13])(=[O:12])=[O:11].[NH2:2][C@@H:1]1[CH2:7][C@H:4]([C:3]([OH:8])=[O:14])[CH:5]=[CH:6]1. The catalyst class is: 7. (5) Product: [CH3:19][O:18][C:15]1[CH:14]=[CH:13][C:12]([CH2:11][N:8]2[CH:7]=[C:6]([C:20]([OH:22])=[O:21])[C:5]([C:24]([O:26][CH3:27])=[O:25])=[C:4]([Cl:3])[C:9]2=[O:10])=[CH:17][CH:16]=1. The catalyst class is: 5. Reactant: [OH-].[Li+].[Cl:3][C:4]1[C:9](=[O:10])[N:8]([CH2:11][C:12]2[CH:17]=[CH:16][C:15]([O:18][CH3:19])=[CH:14][CH:13]=2)[CH:7]=[C:6]([C:20]([O:22]C)=[O:21])[C:5]=1[C:24]([O:26][CH3:27])=[O:25].O.Cl. (6) Reactant: [Cl:1][C:2]1[N:7]=[C:6]([Cl:8])[C:5]([Cl:9])=[C:4]([Cl:10])[N:3]=1.[CH3:11][C:12]1[CH:18]=[C:17]([CH3:19])[CH:16]=[C:15]([CH3:20])[C:13]=1[NH2:14]. Product: [Cl:10][C:4]1[C:5]([Cl:9])=[C:6]([Cl:8])[N:7]=[C:2]([NH:14][C:13]2[C:15]([CH3:20])=[CH:16][C:17]([CH3:19])=[CH:18][C:12]=2[CH3:11])[N:3]=1.[Cl:1][C:2]1[N:3]=[C:4]([NH:14][C:13]2[C:15]([CH3:20])=[CH:16][C:17]([CH3:19])=[CH:18][C:12]=2[CH3:11])[C:5]([Cl:9])=[C:6]([Cl:8])[N:7]=1. The catalyst class is: 12. (7) Reactant: C(O)(C(F)(F)F)=O.[F:8][C:9]1[C:10]([NH:28][C:29]2[CH:30]=[C:31]([NH:35][S:36]([NH:39]C(OC(C)(C)C)=O)(=[O:38])=[O:37])[CH:32]=[CH:33][CH:34]=2)=[N:11][C:12]([NH:15][C:16]2[CH:21]=[C:20]([O:22][CH3:23])[C:19]([O:24][CH3:25])=[C:18]([O:26][CH3:27])[CH:17]=2)=[N:13][CH:14]=1. Product: [F:8][C:9]1[C:10]([NH:28][C:29]2[CH:30]=[C:31]([NH:35][S:36]([NH2:39])(=[O:37])=[O:38])[CH:32]=[CH:33][CH:34]=2)=[N:11][C:12]([NH:15][C:16]2[CH:17]=[C:18]([O:26][CH3:27])[C:19]([O:24][CH3:25])=[C:20]([O:22][CH3:23])[CH:21]=2)=[N:13][CH:14]=1. The catalyst class is: 2.